This data is from Forward reaction prediction with 1.9M reactions from USPTO patents (1976-2016). The task is: Predict the product of the given reaction. (1) The product is: [C:1]1([C:23]2[CH:24]=[CH:25][CH:26]=[CH:27][CH:28]=2)[CH:2]=[CH:3][C:4]([CH2:7][C@@H:8]([NH:15][C:16]([O:18][C:19]([CH3:22])([CH3:21])[CH3:20])=[O:17])[CH2:9][C:10](=[CH2:14])[C:11]([O:13][CH2:33][CH3:34])=[O:12])=[CH:5][CH:6]=1.[C:1]1([C:23]2[CH:24]=[CH:25][CH:26]=[CH:27][CH:28]=2)[CH:2]=[CH:3][C:4]([CH2:7][C@@H:8]([NH:15][C:16]([O:18][C:19]([CH3:22])([CH3:21])[CH3:20])=[O:17])[CH2:9][C:10](=[CH2:14])[C:11]([OH:13])=[O:12])=[CH:5][CH:6]=1. Given the reactants [C:1]1([C:23]2[CH:28]=[CH:27][CH:26]=[CH:25][CH:24]=2)[CH:6]=[CH:5][C:4]([CH2:7][C@@H:8]([NH:15][C:16]([O:18][C:19]([CH3:22])([CH3:21])[CH3:20])=[O:17])[CH2:9][C:10](=[CH2:14])[C:11]([OH:13])=[O:12])=[CH:3][CH:2]=1.C(=O)([O-])[O-].[CH2:33](I)[CH3:34].C(OC(C)C)(=O)C, predict the reaction product. (2) Given the reactants [CH3:1][C:2]([CH3:46])([CH2:10][C:11]([O:13][C@H:14]1[CH2:31][CH2:30][C@@:29]2([CH3:32])[C@@H:16]([CH2:17][CH2:18][C@:19]3([CH3:43])[C@@H:28]2[CH2:27][CH2:26][C@H:25]2[C@@:20]3([CH3:42])[CH2:21][CH2:22][C@@:23]3([CH:40]=[O:41])[CH2:35][C:34](=[O:36])[C:33]([CH:37]([CH3:39])[CH3:38])=[C:24]32)[C:15]1([CH3:45])[CH3:44])=[O:12])[C:3]([O:5][C:6]([CH3:9])([CH3:8])[CH3:7])=[O:4].CC12C(C)(C)C(CC1)CC2NCCNC1CC2C(C)(C)C1(C)CC2.[C@@]12(C)C(C)(C)C(CC1)CC2=O.[N+:82]([CH3:85])([O-:84])=[O:83].CCN(C(C)C)C(C)C, predict the reaction product. The product is: [CH3:46][C:2]([CH3:1])([CH2:10][C:11]([O:13][C@H:14]1[CH2:31][CH2:30][C@@:29]2([CH3:32])[C@@H:16]([CH2:17][CH2:18][C@:19]3([CH3:43])[C@@H:28]2[CH2:27][CH2:26][C@H:25]2[C@@:20]3([CH3:42])[CH2:21][CH2:22][C@@:23]3([C@@H:40]([OH:41])[CH2:85][N+:82]([O-:84])=[O:83])[CH2:35][C:34](=[O:36])[C:33]([CH:37]([CH3:38])[CH3:39])=[C:24]32)[C:15]1([CH3:44])[CH3:45])=[O:12])[C:3]([O:5][C:6]([CH3:7])([CH3:8])[CH3:9])=[O:4]. (3) Given the reactants [F:1][C:2]1[CH:3]=[C:4]([CH:26]=[CH:27][C:28]=1[O:29][CH3:30])[CH2:5][C:6]1[C:15]2[NH:16][C:17]3[CH:18]=[CH:19][CH:20]=[CH:21][C:22]=3[C:14]=2[C:13]2[C@@H:12]([OH:23])[CH2:11][C:10]([CH3:25])([CH3:24])[CH2:9][C:8]=2[N:7]=1.[ClH:31], predict the reaction product. The product is: [ClH:31].[F:1][C:2]1[CH:3]=[C:4]([CH:26]=[CH:27][C:28]=1[O:29][CH3:30])[CH2:5][C:6]1[C:15]2[NH:16][C:17]3[CH:18]=[CH:19][CH:20]=[CH:21][C:22]=3[C:14]=2[C:13]2[C@@H:12]([OH:23])[CH2:11][C:10]([CH3:25])([CH3:24])[CH2:9][C:8]=2[N:7]=1. (4) Given the reactants [NH2:1][C:2]1[CH:7]=[CH:6][C:5]([CH:8]2[CH2:13][C:12](=[O:14])[N:11]([CH3:15])[C:10](=[O:16])[CH2:9]2)=[CH:4][C:3]=1Br.[O-]P([O-])([O-])=O.[K+].[K+].[K+].[C:26]1(B(O)O)[CH2:31][CH2:30][CH2:29][CH2:28][CH:27]=1.C1(P(C2CCCCC2)C2C=CC=CC=2C2C=CC=CC=2)CCCCC1, predict the reaction product. The product is: [NH2:1][C:2]1[CH:7]=[CH:6][C:5]([CH:8]2[CH2:13][C:12](=[O:14])[N:11]([CH3:15])[C:10](=[O:16])[CH2:9]2)=[CH:4][C:3]=1[C:26]1[CH2:31][CH2:30][CH2:29][CH2:28][CH:27]=1.